Dataset: HIV replication inhibition screening data with 41,000+ compounds from the AIDS Antiviral Screen. Task: Binary Classification. Given a drug SMILES string, predict its activity (active/inactive) in a high-throughput screening assay against a specified biological target. (1) The drug is CN(C)c1ccc(C2=C([O-])c3cc(-[n+]4ccccc4)ccc3C2=O)cc1. The result is 0 (inactive). (2) The drug is O=c1ccc2cc3ccoc3c(OCCCCCCBr)c2o1. The result is 0 (inactive). (3) The compound is COC1C=COC2(C)Oc3c(C)c(O)c4c(O)c(c(C=NN5CCCCCCCC5)c(O)c4c3C2=O)NC(=O)C(C)=CC=CC(C)C(O)C(C)C(O)C(C)C(OC(C)=O)C1C. The result is 0 (inactive).